Dataset: Forward reaction prediction with 1.9M reactions from USPTO patents (1976-2016). Task: Predict the product of the given reaction. Given the reactants [CH:1]1([CH:5]([C:11]2[CH:20]=[C:19]3[C:14]([CH2:15][CH2:16][CH:17]([C:21]4[CH:26]=[CH:25][C:24]([C:27]5[CH:32]=[C:31]([O:33][CH3:34])[CH:30]=[CH:29][C:28]=5[F:35])=[CH:23][CH:22]=4)[O:18]3)=[CH:13][CH:12]=2)[CH2:6][C:7]([O:9][CH3:10])=[O:8])[CH2:4][CH2:3][CH2:2]1.[Li+].[CH3:37]C([N-]C(C)C)C.IC, predict the reaction product. The product is: [CH:1]1([CH:5]([C:11]2[CH:20]=[C:19]3[C:14]([CH2:15][CH2:16][CH:17]([C:21]4[CH:22]=[CH:23][C:24]([C:27]5[CH:32]=[C:31]([O:33][CH3:34])[CH:30]=[CH:29][C:28]=5[F:35])=[CH:25][CH:26]=4)[O:18]3)=[CH:13][CH:12]=2)[CH:6]([CH3:37])[C:7]([O:9][CH3:10])=[O:8])[CH2:2][CH2:3][CH2:4]1.